From a dataset of Forward reaction prediction with 1.9M reactions from USPTO patents (1976-2016). Predict the product of the given reaction. (1) Given the reactants Cl[CH:2]([O:6][C:7]([NH:9][CH2:10][C:11]1([CH2:17][C:18]([OH:20])=[O:19])[CH2:16][CH2:15][CH2:14][CH2:13][CH2:12]1)=[O:8])[CH:3]([CH3:5])[CH3:4].N12CCCN=C1CCCCC2.[C:32]([OH:40])(=[O:39])[C:33]1[CH:38]=[CH:37][CH:36]=[N:35][CH:34]=1, predict the reaction product. The product is: [C:32]([O:40][CH:2]([O:6][C:7]([NH:9][CH2:10][C:11]1([CH2:17][C:18]([OH:20])=[O:19])[CH2:16][CH2:15][CH2:14][CH2:13][CH2:12]1)=[O:8])[CH:3]([CH3:5])[CH3:4])(=[O:39])[C:33]1[CH:38]=[CH:37][CH:36]=[N:35][CH:34]=1. (2) Given the reactants F[C:2]1[CH:7]=[CH:6][CH:5]=[C:4]([S:8]([CH:11]([CH3:13])[CH3:12])(=[O:10])=[O:9])[CH:3]=1.[Cl:14][C:15]1[CH:20]=[CH:19][C:18]([OH:21])=[CH:17][C:16]=1[N:22]1[C:26]2[CH:27]=[CH:28][CH:29]=[C:30]([Cl:31])[C:25]=2[N:24]=[C:23]1[CH3:32], predict the reaction product. The product is: [Cl:31][C:30]1[C:25]2[N:24]=[C:23]([CH3:32])[N:22]([C:16]3[CH:17]=[C:18]([O:21][C:2]4[CH:7]=[CH:6][CH:5]=[C:4]([S:8]([CH:11]([CH3:13])[CH3:12])(=[O:10])=[O:9])[CH:3]=4)[CH:19]=[CH:20][C:15]=3[Cl:14])[C:26]=2[CH:27]=[CH:28][CH:29]=1. (3) Given the reactants Cl[C:2]1[C:11]([CH:12]=[O:13])=[CH:10][C:9]2[C:4](=[C:5]([CH3:15])[CH:6]=[C:7]([Cl:14])[CH:8]=2)[N:3]=1.CC(O)=[O:18], predict the reaction product. The product is: [Cl:14][C:7]1[CH:8]=[C:9]2[C:4](=[C:5]([CH3:15])[CH:6]=1)[NH:3][C:2](=[O:18])[C:11]([CH:12]=[O:13])=[CH:10]2. (4) The product is: [CH:37]1[C:38]2[CH:26]([NH:25][C:22](=[O:24])[C:21]#[C:20][C:10]3[CH:11]=[CH:12][C:13]([N:14]4[CH:18]=[C:17]([CH3:19])[N:16]=[CH:15]4)=[C:8]([O:7][CH3:6])[CH:9]=3)[C:27]3[C:32](=[CH:31][CH:30]=[CH:29][CH:28]=3)[C:33]=2[CH:34]=[CH:35][CH:36]=1. Given the reactants CN(C=O)C.[CH3:6][O:7][C:8]1[CH:9]=[C:10]([C:20]#[C:21][C:22]([OH:24])=O)[CH:11]=[CH:12][C:13]=1[N:14]1[CH:18]=[C:17]([CH3:19])[N:16]=[CH:15]1.[NH2:25][CH:26]1[C:38]2[CH:37]=[CH:36][CH:35]=[CH:34][C:33]=2[C:32]2[C:27]1=[CH:28][CH:29]=[CH:30][CH:31]=2.F[P-](F)(F)(F)(F)F.N1(O[P+](N(C)C)(N(C)C)N(C)C)C2C=CC=CC=2N=N1, predict the reaction product. (5) Given the reactants FC(F)(F)C(O)=O.C(OC([N:15]1[CH2:20][CH2:19][CH:18]([N:21]([CH2:29][CH2:30][CH2:31][O:32][C:33]2[CH:34]=[C:35]3[C:40](=[CH:41][CH:42]=2)[N:39]([CH3:43])[C:38](=[O:44])[CH:37]=[CH:36]3)[CH2:22][C:23]2[CH:28]=[CH:27][N:26]=[CH:25][CH:24]=2)[CH2:17][CH2:16]1)=O)(C)(C)C, predict the reaction product. The product is: [CH3:43][N:39]1[C:40]2[C:35](=[CH:34][C:33]([O:32][CH2:31][CH2:30][CH2:29][N:21]([CH:18]3[CH2:17][CH2:16][NH:15][CH2:20][CH2:19]3)[CH2:22][C:23]3[CH:24]=[CH:25][N:26]=[CH:27][CH:28]=3)=[CH:42][CH:41]=2)[CH:36]=[CH:37][C:38]1=[O:44]. (6) Given the reactants [C:1]([CH:4]([CH2:10][C:11](=O)[C:12]1[CH:17]=[CH:16][CH:15]=[CH:14][CH:13]=1)[C:5]([O:7][CH2:8][CH3:9])=[O:6])(=O)[CH3:2].[F:19][C:20]([F:30])([F:29])[O:21][C:22]1[CH:28]=[CH:27][C:25]([NH2:26])=[CH:24][CH:23]=1, predict the reaction product. The product is: [CH3:2][C:1]1[N:26]([C:25]2[CH:27]=[CH:28][C:22]([O:21][C:20]([F:19])([F:29])[F:30])=[CH:23][CH:24]=2)[C:11]([C:12]2[CH:17]=[CH:16][CH:15]=[CH:14][CH:13]=2)=[CH:10][C:4]=1[C:5]([O:7][CH2:8][CH3:9])=[O:6]. (7) Given the reactants Cl[C:2]1[CH:11]=[N:10][C:9]2[C:4](=[C:5]3[CH:19]=[CH:18][CH:17]=[CH:16][C:6]3=[C:7]3[CH:15]=[CH:14][CH:13]=[CH:12][C:8]3=2)[N:3]=1.[Cl:20][C:21]1[CH:26]=[CH:25][C:24](B(O)O)=[CH:23][CH:22]=1.CC1C=CC=CC=1P(C1C=CC=CC=1C)C1C=CC=CC=1C.C(=O)([O-])[O-].[K+].[K+], predict the reaction product. The product is: [Cl:20][C:21]1[CH:26]=[CH:25][C:24]([C:2]2[CH:11]=[N:10][C:9]3[C:4](=[C:5]4[CH:19]=[CH:18][CH:17]=[CH:16][C:6]4=[C:7]4[CH:15]=[CH:14][CH:13]=[CH:12][C:8]4=3)[N:3]=2)=[CH:23][CH:22]=1. (8) Given the reactants [CH3:1][O:2][C:3]1[C:8]([S:9][C:10]2[N:15]=[C:14]([NH:16][C:17](=[O:19])[CH3:18])[CH:13]=[C:12]([NH:20][C:21](=[O:23])[CH3:22])[N:11]=2)=[C:7]([O:24][CH3:25])[N:6]=[C:5]([N:26]2[CH2:31][CH2:30][NH:29][CH2:28][CH2:27]2)[N:4]=1.Br[CH2:33][CH2:34][CH2:35][CH2:36][N:37]1[C:41](=[O:42])[C:40]2=[CH:43][CH:44]=[CH:45][CH:46]=[C:39]2[C:38]1=[O:47], predict the reaction product. The product is: [O:47]=[C:38]1[C:39]2[C:40](=[CH:43][CH:44]=[CH:45][CH:46]=2)[C:41](=[O:42])[N:37]1[CH2:36][CH2:35][CH2:34][CH2:33][N:29]1[CH2:30][CH2:31][N:26]([C:5]2[N:6]=[C:7]([O:24][CH3:25])[C:8]([S:9][C:10]3[N:11]=[C:12]([NH:20][C:21](=[O:23])[CH3:22])[CH:13]=[C:14]([NH:16][C:17](=[O:19])[CH3:18])[N:15]=3)=[C:3]([O:2][CH3:1])[N:4]=2)[CH2:27][CH2:28]1.